From a dataset of Forward reaction prediction with 1.9M reactions from USPTO patents (1976-2016). Predict the product of the given reaction. (1) Given the reactants [CH2:1]([S:3]([C:6]1[CH:12]=[CH:11][C:10]([O:13][C:14]([F:17])([F:16])[F:15])=[CH:9][C:7]=1[NH2:8])(=[O:5])=[O:4])[CH3:2].C(SC1C=CC(F)=CC=1[NH:28]N)C, predict the reaction product. The product is: [CH2:1]([S:3]([C:6]1[CH:12]=[CH:11][C:10]([O:13][C:14]([F:15])([F:17])[F:16])=[CH:9][C:7]=1[NH:8][NH2:28])(=[O:4])=[O:5])[CH3:2]. (2) Given the reactants [CH2:1]([N:3]1[C:15]2[CH:14]=[CH:13][C:12]([C:16]3[N:20]([CH2:21][CH2:22][O:23][C:24]([F:27])([F:26])[F:25])[C:19]4[CH:28]=[CH:29][C:30]([C:32]([O:34]CC)=[O:33])=[CH:31][C:18]=4[N:17]=3)=[CH:11][C:10]=2[C:9]2[C:4]1=[CH:5][CH:6]=[CH:7][CH:8]=2)[CH3:2].[OH-].[Na+], predict the reaction product. The product is: [CH2:1]([N:3]1[C:15]2[CH:14]=[CH:13][C:12]([C:16]3[N:20]([CH2:21][CH2:22][O:23][C:24]([F:27])([F:25])[F:26])[C:19]4[CH:28]=[CH:29][C:30]([C:32]([OH:34])=[O:33])=[CH:31][C:18]=4[N:17]=3)=[CH:11][C:10]=2[C:9]2[C:4]1=[CH:5][CH:6]=[CH:7][CH:8]=2)[CH3:2]. (3) Given the reactants [NH2:1][C:2]1[S:3][C:4]([C:24]2[CH:29]=[CH:28][N:27]=[C:26](Cl)[N:25]=2)=[C:5]([C:7]2[CH:8]=[C:9]([NH:13][C:14](=[O:23])[C:15]3[C:20]([F:21])=[CH:19][CH:18]=[CH:17][C:16]=3[F:22])[CH:10]=[CH:11][CH:12]=2)[N:6]=1.Cl.[F:32][C:33]([F:48])([F:47])[C:34]([N:36]1[CH2:45][CH2:44][C:43]2[C:38](=[CH:39][C:40]([NH2:46])=[CH:41][CH:42]=2)[CH2:37]1)=[O:35], predict the reaction product. The product is: [NH2:1][C:2]1[S:3][C:4]([C:24]2[CH:29]=[CH:28][N:27]=[C:26]([NH:46][C:40]3[CH:39]=[C:38]4[C:43]([CH2:44][CH2:45][NH:36][CH2:37]4)=[CH:42][CH:41]=3)[N:25]=2)=[C:5]([C:7]2[CH:8]=[C:9]([NH:13][C:14](=[O:23])[C:15]3[C:20]([F:21])=[CH:19][CH:18]=[CH:17][C:16]=3[F:22])[CH:10]=[CH:11][CH:12]=2)[N:6]=1.[NH2:1][C:2]1[S:3][C:4]([C:24]2[CH:29]=[CH:28][N:27]=[C:26]([NH:46][C:40]3[CH:39]=[C:38]4[C:43]([CH2:44][CH2:45][N:36]([C:34](=[O:35])[C:33]([F:48])([F:32])[F:47])[CH2:37]4)=[CH:42][CH:41]=3)[N:25]=2)=[C:5]([C:7]2[CH:8]=[C:9]([NH:13][C:14](=[O:23])[C:15]3[C:20]([F:21])=[CH:19][CH:18]=[CH:17][C:16]=3[F:22])[CH:10]=[CH:11][CH:12]=2)[N:6]=1. (4) Given the reactants [Cl:1][C:2]1[CH:7]=[CH:6][C:5]([S:8]([C:15]2[CH:20]=[CH:19][C:18]([Cl:21])=[CH:17][CH:16]=2)([CH3:14])[CH2:9][CH:10]([OH:13])[CH2:11][F:12])=[CH:4][CH:3]=1.[Cr](O[Cr]([O-])(=O)=O)([O-])(=O)=O.[NH+]1C=CC=CC=1.[NH+]1C=CC=CC=1, predict the reaction product. The product is: [Cl:1][C:2]1[CH:3]=[CH:4][C:5]([S:8]([C:15]2[CH:16]=[CH:17][C:18]([Cl:21])=[CH:19][CH:20]=2)([CH3:14])[CH2:9][C:10](=[O:13])[CH2:11][F:12])=[CH:6][CH:7]=1. (5) Given the reactants [CH3:1][O:2][C:3]1[CH:4]=[C:5]([S:11](Cl)(=[O:13])=[O:12])[CH:6]=[CH:7][C:8]=1[O:9][CH3:10].Cl.O.[NH:17]1[CH2:22][CH2:21][C:20](=[O:23])[CH2:19][CH2:18]1, predict the reaction product. The product is: [CH3:1][O:2][C:3]1[CH:4]=[C:5]([S:11]([N:17]2[CH2:22][CH2:21][C:20](=[O:23])[CH2:19][CH2:18]2)(=[O:13])=[O:12])[CH:6]=[CH:7][C:8]=1[O:9][CH3:10]. (6) Given the reactants [CH2:1]([C:5]1[N:6]=[C:7]([CH3:27])[NH:8][C:9](=[O:26])[C:10]=1[CH2:11][C:12]1[CH:17]=[CH:16][C:15]([C:18]2[C:19]([C:24]#[N:25])=[CH:20][CH:21]=[CH:22][CH:23]=2)=[CH:14][CH:13]=1)[CH2:2][CH2:3][CH3:4].[O:28]1[C:32]2[CH:33]=[CH:34][C:35](B(O)O)=[CH:36][C:31]=2[CH2:30][CH2:29]1.C(N(CC)CC)C.N1C=CC=CC=1, predict the reaction product. The product is: [CH2:1]([C:5]1[N:6]=[C:7]([CH3:27])[N:8]([C:35]2[CH:34]=[CH:33][C:32]3[O:28][CH2:29][CH2:30][C:31]=3[CH:36]=2)[C:9](=[O:26])[C:10]=1[CH2:11][C:12]1[CH:17]=[CH:16][C:15]([C:18]2[C:19]([C:24]#[N:25])=[CH:20][CH:21]=[CH:22][CH:23]=2)=[CH:14][CH:13]=1)[CH2:2][CH2:3][CH3:4].